Task: Predict the product of the given reaction.. Dataset: Forward reaction prediction with 1.9M reactions from USPTO patents (1976-2016) (1) Given the reactants [H-].[H-].[H-].[H-].[Li+].[Al+3].[CH3:7][C:8]1[N:18]=[C:17]([CH3:19])[CH:16]=[C:15]([C:20]2[CH:25]=[CH:24][CH:23]=[CH:22][CH:21]=2)[C:9]=1[C:10](OCC)=[O:11].O.[OH-].[Na+], predict the reaction product. The product is: [CH3:7][C:8]1[C:9]([CH2:10][OH:11])=[C:15]([C:20]2[CH:25]=[CH:24][CH:23]=[CH:22][CH:21]=2)[CH:16]=[C:17]([CH3:19])[N:18]=1. (2) Given the reactants [Cl:1][C:2]1[CH:3]=[CH:4][C:5]([NH:8][C:9](=[O:24])[C:10]2[CH:15]=[CH:14][CH:13]=[CH:12][C:11]=2[NH:16][CH2:17][CH:18]2[CH2:23][CH2:22][NH:21][CH2:20][CH2:19]2)=[N:6][CH:7]=1.Cl[C:26]1[CH:31]=[CH:30][N:29]=[C:28]([C:32]#[N:33])[CH:27]=1.C(N(CC)CC)C, predict the reaction product. The product is: [Cl:1][C:2]1[CH:3]=[CH:4][C:5]([NH:8][C:9](=[O:24])[C:10]2[CH:15]=[CH:14][CH:13]=[CH:12][C:11]=2[NH:16][CH2:17][CH:18]2[CH2:19][CH2:20][N:21]([C:26]3[CH:31]=[CH:30][N:29]=[C:28]([C:32]#[N:33])[CH:27]=3)[CH2:22][CH2:23]2)=[N:6][CH:7]=1. (3) Given the reactants [CH3:1][O:2][C:3]1[CH:4]=[C:5]([C:9]2[C:10]([C:24]3[CH:29]=[CH:28][N:27]=[CH:26][CH:25]=3)=[N:11][N:12]3[C:17](=[O:18])[C:16]([C:19]([O:21]CC)=[O:20])=[CH:15][NH:14][C:13]=23)[CH:6]=[CH:7][CH:8]=1.[OH-].[Na+].Cl, predict the reaction product. The product is: [CH3:1][O:2][C:3]1[CH:4]=[C:5]([C:9]2[C:10]([C:24]3[CH:25]=[CH:26][N:27]=[CH:28][CH:29]=3)=[N:11][N:12]3[C:17](=[O:18])[C:16]([C:19]([OH:21])=[O:20])=[CH:15][NH:14][C:13]=23)[CH:6]=[CH:7][CH:8]=1.